Dataset: Forward reaction prediction with 1.9M reactions from USPTO patents (1976-2016). Task: Predict the product of the given reaction. Given the reactants C([O:3][C:4]([C:6]1[O:7][C:8]2[CH:17]=[C:16]([O:18][CH:19]3[CH2:24][CH2:23][N:22]([CH:25]([CH3:27])[CH3:26])[CH2:21][CH2:20]3)[CH:15]=[CH:14][C:9]=2[C:10]=1[CH:11]([CH3:13])[CH3:12])=[O:5])C.[OH-].[Na+].Cl, predict the reaction product. The product is: [CH:11]([C:10]1[C:9]2[CH:14]=[CH:15][C:16]([O:18][CH:19]3[CH2:24][CH2:23][N:22]([CH:25]([CH3:26])[CH3:27])[CH2:21][CH2:20]3)=[CH:17][C:8]=2[O:7][C:6]=1[C:4]([OH:5])=[O:3])([CH3:12])[CH3:13].